From a dataset of Catalyst prediction with 721,799 reactions and 888 catalyst types from USPTO. Predict which catalyst facilitates the given reaction. (1) Reactant: C([NH:5][S:6]([C:9]1[CH:14]=[CH:13][CH:12]=[C:11]([C:15]2[N:16]=[CH:17][N:18]([C:20]3[N:25]=[C:24]([CH3:26])[CH:23]=[C:22]([C:27]4[CH:32]=[CH:31][C:30]([Cl:33])=[C:29]([Cl:34])[CH:28]=4)[N:21]=3)[CH:19]=2)[CH:10]=1)(=[O:8])=[O:7])(C)(C)C.C(O)(C(F)(F)F)=O. Product: [Cl:34][C:29]1[CH:28]=[C:27]([C:22]2[CH:23]=[C:24]([CH3:26])[N:25]=[C:20]([N:18]3[CH:19]=[C:15]([C:11]4[CH:10]=[C:9]([S:6]([NH2:5])(=[O:8])=[O:7])[CH:14]=[CH:13][CH:12]=4)[N:16]=[CH:17]3)[N:21]=2)[CH:32]=[CH:31][C:30]=1[Cl:33]. The catalyst class is: 4. (2) Reactant: [Cl:1][C:2]1[C:7]([O:8][CH3:9])=[C:6]([O:10][CH:11]2[CH2:16][CH2:15][N:14]([C:17]3[O:21][N:20]=[C:19]([CH:22]([CH3:24])[CH3:23])[N:18]=3)[CH2:13][CH2:12]2)[N:5]=[CH:4][N:3]=1.[CH3:25][S:26]([C:29]1[N:34]=[C:33]([CH3:35])[C:32]([NH2:36])=[CH:31][CH:30]=1)(=[O:28])=[O:27].C(N1CCN2CCN(CC(C)C)P1N(CC(C)C)CC2)C(C)C.CC(C)([O-])C.[Na+]. Product: [CH:22]([C:19]1[N:18]=[C:17]([N:14]2[CH2:15][CH2:16][CH:11]([O:10][C:6]3[N:5]=[CH:4][N:3]=[C:2]([NH:36][C:32]4[C:33]([CH3:35])=[N:34][C:29]([S:26]([CH3:25])(=[O:28])=[O:27])=[CH:30][CH:31]=4)[C:7]=3[O:8][CH3:9])[CH2:12][CH2:13]2)[O:21][N:20]=1)([CH3:24])[CH3:23].[ClH:1]. The catalyst class is: 160. (3) Reactant: [Br:1][C:2]1[CH:3]=[CH:4][C:5]([C:8]([OH:10])=O)=[N:6][CH:7]=1.C1CN([P+](Br)(N2CCCC2)N2CCCC2)CC1.F[P-](F)(F)(F)(F)F.C(N(C(C)C)CC)(C)C.[NH2:44][C@@H:45]([CH2:58][C:59]1[CH:64]=[CH:63][CH:62]=[CH:61][C:60]=1[C:65]([F:68])([F:67])[F:66])[CH2:46][N:47]1[C:55](=[O:56])[C:54]2[C:49](=[CH:50][CH:51]=[CH:52][CH:53]=2)[C:48]1=[O:57]. Product: [Br:1][C:2]1[CH:3]=[CH:4][C:5]([C:8]([NH:44][C@@H:45]([CH2:58][C:59]2[CH:64]=[CH:63][CH:62]=[CH:61][C:60]=2[C:65]([F:68])([F:66])[F:67])[CH2:46][N:47]2[C:55](=[O:56])[C:54]3[C:49](=[CH:50][CH:51]=[CH:52][CH:53]=3)[C:48]2=[O:57])=[O:10])=[N:6][CH:7]=1. The catalyst class is: 2. (4) Reactant: P12(SP3(SP(SP(S3)(S1)=S)(=S)S2)=S)=[S:2].[C:15]([C:17]([NH:20][C:21](=[O:30])[O:22][CH2:23][C:24]1[CH:29]=[CH:28][CH:27]=[CH:26][CH:25]=1)([CH3:19])[CH3:18])#[N:16]. Product: [NH2:16][C:15](=[S:2])[C:17]([NH:20][C:21](=[O:30])[O:22][CH2:23][C:24]1[CH:29]=[CH:28][CH:27]=[CH:26][CH:25]=1)([CH3:19])[CH3:18]. The catalyst class is: 14. (5) Reactant: [CH2:1]([N:3]1[CH:11]=[C:10]2[C:5]([CH:6]=[C:7]([C:23]([O:25]CC)=[O:24])[CH:8]=[C:9]2[O:12][C:13]2[CH:18]=[CH:17][C:16]([S:19]([CH3:22])(=[O:21])=[O:20])=[CH:15][CH:14]=2)=[N:4]1)[CH3:2].[Li+].[OH-].Cl. Product: [CH2:1]([N:3]1[CH:11]=[C:10]2[C:5]([CH:6]=[C:7]([C:23]([OH:25])=[O:24])[CH:8]=[C:9]2[O:12][C:13]2[CH:14]=[CH:15][C:16]([S:19]([CH3:22])(=[O:20])=[O:21])=[CH:17][CH:18]=2)=[N:4]1)[CH3:2]. The catalyst class is: 12. (6) Reactant: [C:1]([NH:4][CH2:5][C@H:6]1[O:10][C:9](=[O:11])[N:8]([C:12]2[CH:17]=[C:16]([F:18])[C:15]([C:19]3[CH:20]=[CH:21][C:22]([NH:25]C(=O)OC(C)(C)C)=[N:23][CH:24]=3)=[C:14]([F:33])[CH:13]=2)[CH2:7]1)(=[O:3])[CH3:2].Cl. Product: [NH2:25][C:22]1[N:23]=[CH:24][C:19]([C:15]2[C:14]([F:33])=[CH:13][C:12]([N:8]3[CH2:7][C@H:6]([CH2:5][NH:4][C:1](=[O:3])[CH3:2])[O:10][C:9]3=[O:11])=[CH:17][C:16]=2[F:18])=[CH:20][CH:21]=1. The catalyst class is: 8.